From a dataset of Forward reaction prediction with 1.9M reactions from USPTO patents (1976-2016). Predict the product of the given reaction. (1) Given the reactants Cl.[CH2:2]([C@@H:9]1[NH:15][CH2:14][C:13]2[CH:16]=[CH:17][C:18]([C:20]([O:22][CH3:23])=[O:21])=[CH:19][C:12]=2[O:11][CH2:10]1)[C:3]1[CH:8]=[CH:7][CH:6]=[CH:5][CH:4]=1.CCN(CC)CC.[O:31]1[CH2:36][CH2:35][CH:34]([C:37](O)=[O:38])[CH2:33][CH2:32]1.ClC(Cl)C, predict the reaction product. The product is: [CH2:2]([C@@H:9]1[N:15]([C:37]([CH:34]2[CH2:35][CH2:36][O:31][CH2:32][CH2:33]2)=[O:38])[CH2:14][C:13]2[CH:16]=[CH:17][C:18]([C:20]([O:22][CH3:23])=[O:21])=[CH:19][C:12]=2[O:11][CH2:10]1)[C:3]1[CH:4]=[CH:5][CH:6]=[CH:7][CH:8]=1. (2) Given the reactants [O:1]=[S:2]1(=[O:18])[CH2:6][CH2:5][CH2:4][N:3]1[C:7]1[CH:15]=[CH:14][C:10]([C:11]([OH:13])=O)=[C:9]([O:16][CH3:17])[CH:8]=1.[CH3:19][C:20]1[C:21]([N:28]2[CH2:33][CH2:32][NH:31][CH2:30][CH2:29]2)=[N:22][C:23]([CH3:27])=[C:24]([CH3:26])[CH:25]=1, predict the reaction product. The product is: [O:18]=[S:2]1(=[O:1])[CH2:6][CH2:5][CH2:4][N:3]1[C:7]1[CH:15]=[CH:14][C:10]([C:11]([N:31]2[CH2:32][CH2:33][N:28]([C:21]3[C:20]([CH3:19])=[CH:25][C:24]([CH3:26])=[C:23]([CH3:27])[N:22]=3)[CH2:29][CH2:30]2)=[O:13])=[C:9]([O:16][CH3:17])[CH:8]=1. (3) Given the reactants [CH2:1]([C:6]1[S:10][C:9]([NH:11][C:12]([C:14]2[N:15]([CH3:22])[CH:16]=[C:17]([N+:19]([O-:21])=[O:20])[CH:18]=2)=[O:13])=[N:8][C:7]=1[C:23](O)=[O:24])[CH2:2][CH:3]([CH3:5])[CH3:4].CN(C(ON1N=NC2C=CC=CC1=2)=[N+](C)C)C.F[P-](F)(F)(F)(F)F.[CH3:50][N:51]([CH2:53][CH2:54][CH2:55][NH2:56])[CH3:52], predict the reaction product. The product is: [CH3:50][N:51]([CH3:52])[CH2:53][CH2:54][CH2:55][NH:56][C:23]([C:7]1[N:8]=[C:9]([NH:11][C:12]([C:14]2[N:15]([CH3:22])[CH:16]=[C:17]([N+:19]([O-:21])=[O:20])[CH:18]=2)=[O:13])[S:10][C:6]=1[CH2:1][CH2:2][CH:3]([CH3:5])[CH3:4])=[O:24]. (4) Given the reactants [NH2:1][CH2:2][CH2:3][N:4]1[CH2:9][CH2:8][N:7]([CH2:10][CH2:11][OH:12])[CH2:6][CH2:5]1.[CH:13]([C:16]1[CH:21]=[CH:20][CH:19]=[C:18]([CH:22]([CH3:24])[CH3:23])[C:17]=1[N:25]=[C:26]=[O:27])([CH3:15])[CH3:14], predict the reaction product. The product is: [OH:12][CH2:11][CH2:10][N:7]1[CH2:8][CH2:9][N:4]([CH2:3][CH2:2][NH:1][C:26]([NH:25][C:17]2[C:16]([CH:13]([CH3:14])[CH3:15])=[CH:21][CH:20]=[CH:19][C:18]=2[CH:22]([CH3:24])[CH3:23])=[O:27])[CH2:5][CH2:6]1. (5) Given the reactants C1C=CC(P(N=[N+]=[N-])(C2C=CC=CC=2)=O)=CC=1.[O:18]1[CH2:23][CH2:22][N:21]([CH2:24][CH2:25][O:26][C:27]2[CH:28]=[C:29]([CH:33]=[C:34]([O:36][C:37]([F:40])([F:39])[F:38])[CH:35]=2)C(O)=O)[CH2:20][CH2:19]1.C([N:43]([CH2:46]C)CC)C.[OH2:48].[C:49]([OH:53])([CH3:52])([CH3:51])[CH3:50], predict the reaction product. The product is: [C:49]([O:53][C:46](=[O:48])[NH:43][C:29]1[CH:33]=[C:34]([O:36][C:37]([F:38])([F:39])[F:40])[CH:35]=[C:27]([O:26][CH2:25][CH2:24][N:21]2[CH2:20][CH2:19][O:18][CH2:23][CH2:22]2)[CH:28]=1)([CH3:52])([CH3:51])[CH3:50].